Dataset: Full USPTO retrosynthesis dataset with 1.9M reactions from patents (1976-2016). Task: Predict the reactants needed to synthesize the given product. Given the product [C:1]12([CH2:13][CH2:14][CH2:15][NH2:16])[BH:12][CH:9]([BH:10][BH:11]1)[BH:8][BH:7][BH:6][BH:5][BH:4][BH:3][BH:2]2, predict the reactants needed to synthesize it. The reactants are: [C:1]12([CH2:13][CH2:14][CH2:15][N:16](C(OC(C)(C)C)=O)C(OC(C)(C)C)=O)[BH:12][CH:9]([BH:10][BH:11]1)[BH:8][BH:7][BH:6][BH:5][BH:4][BH:3][BH:2]2.